From a dataset of Forward reaction prediction with 1.9M reactions from USPTO patents (1976-2016). Predict the product of the given reaction. (1) Given the reactants [Cl:1][C:2]1[CH:25]=[CH:24][CH:23]=[C:22]([Cl:26])[C:3]=1[CH2:4][N:5]1[C:13]2[C:8](=[CH:9][CH:10]=[C:11]([CH:14]([C:16]3[NH:20][N:19]=[N:18][N:17]=3)[OH:15])[CH:12]=2)[C:7]([CH3:21])=[N:6]1.[C:27](Cl)([C:40]1[CH:45]=[CH:44][CH:43]=[CH:42][CH:41]=1)([C:34]1[CH:39]=[CH:38][CH:37]=[CH:36][CH:35]=1)[C:28]1[CH:33]=[CH:32][CH:31]=[CH:30][CH:29]=1.C(N(CC)CC)C.Cl, predict the reaction product. The product is: [Cl:26][C:22]1[CH:23]=[CH:24][CH:25]=[C:2]([Cl:1])[C:3]=1[CH2:4][N:5]1[C:13]2[C:8](=[CH:9][CH:10]=[C:11]([CH:14]([C:16]3[N:20]([C:27]([C:28]4[CH:33]=[CH:32][CH:31]=[CH:30][CH:29]=4)([C:40]4[CH:41]=[CH:42][CH:43]=[CH:44][CH:45]=4)[C:34]4[CH:35]=[CH:36][CH:37]=[CH:38][CH:39]=4)[N:19]=[N:18][N:17]=3)[OH:15])[CH:12]=2)[C:7]([CH3:21])=[N:6]1. (2) Given the reactants [NH2:1][C:2]1[CH:7]=[CH:6][C:5]([C:8]2[C:16]3[C:11](=[N:12][CH:13]=[CH:14][CH:15]=3)[NH:10][C:9]=2[C:17]([NH2:19])=[O:18])=[CH:4][CH:3]=1.[Cl:20][C:21]1[CH:26]=[CH:25][C:24]([N:27]=[C:28]=[O:29])=[CH:23][C:22]=1[C:30]([F:33])([F:32])[F:31], predict the reaction product. The product is: [Cl:20][C:21]1[CH:26]=[CH:25][C:24]([NH:27][C:28](=[O:29])[NH:1][C:2]2[CH:3]=[CH:4][C:5]([C:8]3[C:16]4[C:11](=[N:12][CH:13]=[CH:14][CH:15]=4)[NH:10][C:9]=3[C:17]([NH2:19])=[O:18])=[CH:6][CH:7]=2)=[CH:23][C:22]=1[C:30]([F:31])([F:32])[F:33]. (3) Given the reactants [C:1]1([CH2:7][OH:8])[CH:6]=[CH:5][CH:4]=[CH:3][CH:2]=1.C(N(CC)CC)C.[O:16]=[C:17]1CCC(=O)N1OC(=O)ON1C(=O)CCC1=O.[O:34]1[CH2:39][CH2:38][CH:37]([C@@H:40]2[NH:44][CH:43]([C:45]([OH:47])=[O:46])[CH2:42][S:41]2)[CH2:36][CH2:35]1, predict the reaction product. The product is: [CH2:7]([O:8][C:17]([N:44]1[CH:43]([C:45]([OH:47])=[O:46])[CH2:42][S:41][C@@H:40]1[CH:37]1[CH2:38][CH2:39][O:34][CH2:35][CH2:36]1)=[O:16])[C:1]1[CH:6]=[CH:5][CH:4]=[CH:3][CH:2]=1. (4) Given the reactants CO[C:3]1[CH:8]=[CH:7][C:6]([Cl:9])=[CH:5][C:4]=1B(O)O.[C:13](C1C=CC(B(O)O)=CC=1)(O)=[O:14].Br[C:26]1[CH:27]=[C:28]([C:32]2[NH:36][N:35]=[N:34][N:33]=2)[CH:29]=[CH:30][CH:31]=1, predict the reaction product. The product is: [Cl:9][C:6]1[CH:5]=[CH:4][CH:3]=[C:8]([C:26]2[CH:31]=[CH:30][CH:29]=[C:28]([C:32]3[NH:36][N:35]=[N:34][N:33]=3)[C:27]=2[O:14][CH3:13])[CH:7]=1. (5) The product is: [CH2:1]([O:8][C:9]1[CH:24]=[C:23]([N:25]([CH2:31][C:32]2[CH:33]=[CH:34][C:35]([CH:38]3[CH2:43][CH2:42][CH2:41][CH2:40][CH2:39]3)=[CH:36][CH:37]=2)[C:26](=[O:30])[CH2:27][N:28]([CH3:29])[S:51]([C:48]2[CH:49]=[CH:50][C:45]([F:44])=[CH:46][CH:47]=2)(=[O:53])=[O:52])[CH:22]=[CH:21][C:10]=1[C:11]([O:13][CH2:14][C:15]1[CH:20]=[CH:19][CH:18]=[CH:17][CH:16]=1)=[O:12])[C:2]1[CH:3]=[CH:4][CH:5]=[CH:6][CH:7]=1. Given the reactants [CH2:1]([O:8][C:9]1[CH:24]=[C:23]([N:25]([CH2:31][C:32]2[CH:37]=[CH:36][C:35]([CH:38]3[CH2:43][CH2:42][CH2:41][CH2:40][CH2:39]3)=[CH:34][CH:33]=2)[C:26](=[O:30])[CH2:27][NH:28][CH3:29])[CH:22]=[CH:21][C:10]=1[C:11]([O:13][CH2:14][C:15]1[CH:20]=[CH:19][CH:18]=[CH:17][CH:16]=1)=[O:12])[C:2]1[CH:7]=[CH:6][CH:5]=[CH:4][CH:3]=1.[F:44][C:45]1[CH:50]=[CH:49][C:48]([S:51](Cl)(=[O:53])=[O:52])=[CH:47][CH:46]=1, predict the reaction product.